This data is from Forward reaction prediction with 1.9M reactions from USPTO patents (1976-2016). The task is: Predict the product of the given reaction. (1) Given the reactants [NH2:1][C:2]1[CH:7]=[C:6]([CH3:8])[CH:5]=[C:4]([CH3:9])[C:3]=1[OH:10].O.C(=O)([O-])O.[Na+].[Cl:17][CH2:18][C:19](Cl)=[O:20], predict the reaction product. The product is: [Cl:17][CH2:18][C:19]([NH:1][C:2]1[CH:7]=[C:6]([CH3:8])[CH:5]=[C:4]([CH3:9])[C:3]=1[OH:10])=[O:20]. (2) Given the reactants [CH2:1]([N:8]1[C:12]2=[N:13][C:14]3[C:19]([C:20]([NH2:21])=[C:11]2[CH2:10][CH2:9]1)=[CH:18][C:17]([Br:22])=[CH:16][CH:15]=3)[C:2]1[CH:7]=[CH:6][CH:5]=[CH:4][CH:3]=1.[C:23](N=P1(N(CC)CC)N(C)C=CN1C)([CH3:26])([CH3:25])C.[CH2:40](Br)[CH:41]=[CH2:42].O, predict the reaction product. The product is: [CH2:42]([N:21]([C:20]1[C:19]2[C:14](=[CH:15][CH:16]=[C:17]([Br:22])[CH:18]=2)[N:13]=[C:12]2[N:8]([CH2:1][C:2]3[CH:7]=[CH:6][CH:5]=[CH:4][CH:3]=3)[CH2:9][CH2:10][C:11]=12)[CH2:26][CH:23]=[CH2:25])[CH:41]=[CH2:40].